Dataset: Catalyst prediction with 721,799 reactions and 888 catalyst types from USPTO. Task: Predict which catalyst facilitates the given reaction. (1) Reactant: [Br:1][C:2]1[CH:7]=[C:6]([S:8]([CH:11]([CH3:13])[CH3:12])(=[O:10])=[O:9])[CH:5]=[CH:4][C:3]=1F.[F:15][C:16]1[CH:21]=[C:20]([F:22])[CH:19]=[CH:18][C:17]=1[OH:23].C(=O)([O-])[O-].[Cs+].[Cs+]. Product: [Br:1][C:2]1[CH:7]=[C:6]([S:8]([CH:11]([CH3:13])[CH3:12])(=[O:10])=[O:9])[CH:5]=[CH:4][C:3]=1[O:23][C:17]1[CH:18]=[CH:19][C:20]([F:22])=[CH:21][C:16]=1[F:15]. The catalyst class is: 16. (2) Reactant: [C:1]([O:5][C:6]([N:8]1[CH2:13][CH2:12][CH:11]([C:14]([OH:16])=O)[CH2:10][CH2:9]1)=[O:7])([CH3:4])([CH3:3])[CH3:2].[CH3:17][NH:18][O:19][CH3:20]. Product: [CH3:20][O:19][N:18]([CH3:17])[C:14]([CH:11]1[CH2:10][CH2:9][N:8]([C:6]([O:5][C:1]([CH3:2])([CH3:3])[CH3:4])=[O:7])[CH2:13][CH2:12]1)=[O:16]. The catalyst class is: 2. (3) Reactant: [H-].[H-].[H-].[H-].[Li+].[Al+3].C([O:9][C:10]([C:12]1[C:13]([O:19][CH2:20][C@H:21]2[CH2:23][C@@H:22]2[C:24]2[CH:29]=[CH:28][C:27]([O:30][CH3:31])=[CH:26][N:25]=2)=[N:14][C:15]([CH3:18])=[N:16][CH:17]=1)=O)C. The catalyst class is: 1. Product: [CH3:31][O:30][C:27]1[CH:28]=[CH:29][C:24]([C@H:22]2[CH2:23][C@@H:21]2[CH2:20][O:19][C:13]2[C:12]([CH2:10][OH:9])=[CH:17][N:16]=[C:15]([CH3:18])[N:14]=2)=[N:25][CH:26]=1. (4) Reactant: [C:1]([C@@H:3]1[CH2:7][C@@H:6]([C:8](=[O:28])[NH:9][CH2:10][C:11]2[CH:16]=[C:15]([C:17]3[CH:18]=[N:19][C:20]([C:23]([F:26])([F:25])[F:24])=[N:21][CH:22]=3)[CH:14]=[CH:13][C:12]=2[F:27])[N:5](C(OC(C)(C)C)=O)[C@H:4]1[CH3:36])#[N:2].FC(F)(F)C(O)=O. Product: [C:1]([C@H:3]1[C@H:4]([CH3:36])[NH:5][C@H:6]([C:8]([NH:9][CH2:10][C:11]2[CH:16]=[C:15]([C:17]3[CH:22]=[N:21][C:20]([C:23]([F:26])([F:24])[F:25])=[N:19][CH:18]=3)[CH:14]=[CH:13][C:12]=2[F:27])=[O:28])[CH2:7]1)#[N:2]. The catalyst class is: 4. (5) Reactant: [F:1][C:2]([F:14])([F:13])[C:3]1[CH:8]=[CH:7][C:6]([CH2:9][CH2:10][CH2:11][OH:12])=[CH:5][CH:4]=1.[Cr](Cl)([O-])(=O)=O.[NH+]1C=CC=CC=1. Product: [F:1][C:2]([F:13])([F:14])[C:3]1[CH:4]=[CH:5][C:6]([CH2:9][CH2:10][CH:11]=[O:12])=[CH:7][CH:8]=1. The catalyst class is: 2. (6) Reactant: [CH3:1][N:2]1[C:8](=[O:9])[CH2:7][C:6]2[CH:10]=[CH:11][CH2:12][CH2:13][C:5]=2[CH2:4][CH2:3]1.[N:14](OCCC(C)C)=[O:15].[Li+].C[Si]([N-][Si](C)(C)C)(C)C.Cl. Product: [OH:15][N:14]=[C:7]1[C:6]2[CH:10]=[CH:11][CH2:12][CH2:13][C:5]=2[CH2:4][CH2:3][N:2]([CH3:1])[C:8]1=[O:9]. The catalyst class is: 1. (7) Reactant: [CH2:1]([N:5]1[C:14]2[C:13]3[CH2:15][CH2:16][CH2:17][NH:18][C:12]=3[CH:11]=[CH:10][C:9]=2[NH:8][C:7](=[O:19])[C:6]1=[O:20])[CH2:2][CH2:3][CH3:4].CN(C)C=O.ClCCl.[CH3:29][S:30](Cl)(=[O:32])=[O:31]. Product: [CH2:1]([N:5]1[C:14]2[C:13]3[CH2:15][CH2:16][CH2:17][N:18]([S:30]([CH3:29])(=[O:32])=[O:31])[C:12]=3[CH:11]=[CH:10][C:9]=2[NH:8][C:7](=[O:19])[C:6]1=[O:20])[CH2:2][CH2:3][CH3:4]. The catalyst class is: 66. (8) Reactant: [OH:1][C:2]1[CH:16]=[CH:15][C:5]([C:6]([C:8]2[CH:13]=[CH:12][C:11]([OH:14])=[CH:10][CH:9]=2)=[O:7])=[CH:4][CH:3]=1.Br[CH2:18][CH2:19][CH2:20][CH2:21][CH2:22][CH2:23][CH2:24][CH2:25][CH2:26][CH2:27][CH2:28][CH3:29].O. Product: [CH2:18]([O:1][C:2]1[CH:16]=[CH:15][C:5]([C:6]([C:8]2[CH:13]=[CH:12][C:11]([O:14][CH2:12][CH2:11][CH2:10][CH2:9][CH2:8][CH2:6][CH2:5][CH2:4][CH2:3][CH2:2][CH2:16][CH3:15])=[CH:10][CH:9]=2)=[O:7])=[CH:4][CH:3]=1)[CH2:19][CH2:20][CH2:21][CH2:22][CH2:23][CH2:24][CH2:25][CH2:26][CH2:27][CH2:28][CH3:29]. The catalyst class is: 3. (9) Reactant: [NH2:1][C:2]1[CH:3]=[C:4]([C:8]2[CH:21]=[C:11]3[NH:12][C:13](=[O:20])[C:14]4[C:19]([N:10]3[N:9]=2)=[CH:18][CH:17]=[CH:16][CH:15]=4)[CH:5]=[CH:6][CH:7]=1.[C:22](OC(=O)C)(=[O:24])[CH3:23].C(N(CC)CC)C. Product: [O:20]=[C:13]1[C:14]2[C:19](=[CH:18][CH:17]=[CH:16][CH:15]=2)[N:10]2[N:9]=[C:8]([C:4]3[CH:3]=[C:2]([NH:1][C:22](=[O:24])[CH3:23])[CH:7]=[CH:6][CH:5]=3)[CH:21]=[C:11]2[NH:12]1. The catalyst class is: 10.